This data is from Peptide-MHC class I binding affinity with 185,985 pairs from IEDB/IMGT. The task is: Regression. Given a peptide amino acid sequence and an MHC pseudo amino acid sequence, predict their binding affinity value. This is MHC class I binding data. (1) The peptide sequence is QRALFMHFR. The MHC is HLA-A33:01 with pseudo-sequence HLA-A33:01. The binding affinity (normalized) is 0.507. (2) The peptide sequence is DETFVHSGF. The MHC is HLA-A29:02 with pseudo-sequence HLA-A29:02. The binding affinity (normalized) is 0.0847. (3) The peptide sequence is MIKERRQITM. The MHC is HLA-A02:01 with pseudo-sequence HLA-A02:01. The binding affinity (normalized) is 0.0644. (4) The peptide sequence is KVLHVTDTNK. The MHC is HLA-A33:01 with pseudo-sequence HLA-A33:01. The binding affinity (normalized) is 0. (5) The peptide sequence is RPRGAPTPT. The MHC is HLA-A11:01 with pseudo-sequence HLA-A11:01. The binding affinity (normalized) is 0.213. (6) The peptide sequence is RSNNKFTLK. The MHC is HLA-B27:05 with pseudo-sequence HLA-B27:05. The binding affinity (normalized) is 0.393. (7) The peptide sequence is AIDDFCLFA. The MHC is HLA-A02:01 with pseudo-sequence HLA-A02:01. The binding affinity (normalized) is 0.756. (8) The binding affinity (normalized) is 0.0847. The MHC is HLA-B46:01 with pseudo-sequence HLA-B46:01. The peptide sequence is MHCDFAFWV. (9) The peptide sequence is SSESLVYGIR. The MHC is HLA-A11:01 with pseudo-sequence HLA-A11:01. The binding affinity (normalized) is 0.430.